This data is from Full USPTO retrosynthesis dataset with 1.9M reactions from patents (1976-2016). The task is: Predict the reactants needed to synthesize the given product. (1) Given the product [C:1]([C:3]1[CH:8]=[C:7]([O:9][C:10]2[CH:15]=[CH:14][C:13]([NH:16][C:17]([NH:19][C:20]3[N:24]([C:25]4[CH:26]=[C:27]5[C:32](=[CH:33][CH:34]=4)[N:31]=[CH:30][CH:29]=[CH:28]5)[N:23]=[C:22]([CH:35]([CH3:36])[CH3:37])[CH:21]=3)=[O:18])=[C:12]([F:38])[CH:11]=2)[CH:6]=[CH:5][N:4]=1)(=[NH:42])[NH2:2], predict the reactants needed to synthesize it. The reactants are: [C:1]([C:3]1[CH:8]=[C:7]([O:9][C:10]2[CH:15]=[CH:14][C:13]([NH:16][C:17]([NH:19][C:20]3[N:24]([C:25]4[CH:26]=[C:27]5[C:32](=[CH:33][CH:34]=4)[N:31]=[CH:30][CH:29]=[CH:28]5)[N:23]=[C:22]([CH:35]([CH3:37])[CH3:36])[CH:21]=3)=[O:18])=[C:12]([F:38])[CH:11]=2)[CH:6]=[CH:5][N:4]=1)#[N:2].C([NH:42][C@H](C(O)=O)CS)(=O)C.C([O-])(=O)C.[NH4+].C([O-])([O-])=O.[K+].[K+]. (2) Given the product [CH3:32][O:33][C:34](=[O:35])[C:36]1[CH:41]=[CH:40][C:39]([C:12]2[N:17]=[C:16]3[N:18]([CH2:21][C:22]4[CH:23]=[C:24]5[C:29](=[CH:30][CH:31]=4)[N:28]=[CH:27][CH:26]=[CH:25]5)[N:19]=[N:20][C:15]3=[CH:14][CH:13]=2)=[CH:38][CH:37]=1, predict the reactants needed to synthesize it. The reactants are: FC1C=C([C:12]2[N:17]=[C:16]3[N:18]([CH2:21][C:22]4[CH:23]=[C:24]5[C:29](=[CH:30][CH:31]=4)[N:28]=[CH:27][CH:26]=[CH:25]5)[N:19]=[N:20][C:15]3=[CH:14][CH:13]=2)C=CC=1C(NC)=O.[CH3:32][O:33][C:34]([C:36]1[CH:41]=[CH:40][C:39](B(O)O)=[CH:38][CH:37]=1)=[O:35].C(=O)([O-])[O-].[K+].[K+].O1CCOCC1. (3) Given the product [CH3:7][S:4]([CH2:3][CH2:2][N:14]1[CH2:13][CH2:12][N:11]([C:21]2[CH:22]=[CH:23][C:24]([N+:27]([O-:29])=[O:28])=[CH:25][CH:26]=2)[CH2:18][CH2:17]1)(=[O:6])=[O:5], predict the reactants needed to synthesize it. The reactants are: Br[CH2:2][CH2:3][S:4]([CH3:7])(=[O:6])=[O:5].C1([N:11]([C:21]2[CH:26]=[CH:25][C:24]([N+:27]([O-:29])=[O:28])=[CH:23][CH:22]=2)[C@H:12]2CC[N:14]([CH2:17][CH2:18]OC)[CH2:13]2)CC1.CCN(CC)CC. (4) Given the product [C:1]([O:5][C:6](=[O:19])[CH2:7][CH2:8][C:9]1[C:10]([CH3:18])=[CH:11][C:12]([C:16](=[NH:17])[NH:21][OH:22])=[CH:13][C:14]=1[CH3:15])([CH3:4])([CH3:3])[CH3:2], predict the reactants needed to synthesize it. The reactants are: [C:1]([O:5][C:6](=[O:19])[CH2:7][CH2:8][C:9]1[C:14]([CH3:15])=[CH:13][C:12]([C:16]#[N:17])=[CH:11][C:10]=1[CH3:18])([CH3:4])([CH3:3])[CH3:2].Cl.[NH2:21][OH:22].C(N(CC)CC)C. (5) The reactants are: Cl.[Cl:2][C:3]1[CH:8]=[CH:7][C:6]([C@H:9]([NH2:12])[CH2:10][CH3:11])=[C:5]([F:13])[C:4]=1[O:14][C:15]1[CH:20]=[CH:19][CH:18]=[CH:17][CH:16]=1.C(N(CC)CC)C.Cl[C:29]1[C:34]([C:35](=O)[CH3:36])=[CH:33][CH:32]=[CH:31][N:30]=1.C(O)(=[O:40])C.C(O[BH-](OC(=O)C)OC(=O)C)(=O)C.[Na+].[OH-].[Na+]. Given the product [ClH:2].[Cl:2][C:3]1[CH:8]=[CH:7][C:6]([C@H:9]([NH:12][C@@H:35]([C:34]2[C:29](=[O:40])[NH:30][CH:31]=[CH:32][CH:33]=2)[CH3:36])[CH2:10][CH3:11])=[C:5]([F:13])[C:4]=1[O:14][C:15]1[CH:16]=[CH:17][CH:18]=[CH:19][CH:20]=1, predict the reactants needed to synthesize it. (6) Given the product [F:1][C:2]([F:12])([F:13])[C:3]1[CH:11]=[CH:10][C:6]([C:7]([O-:9])=[O:8])=[CH:5][CH:4]=1.[Na+:15], predict the reactants needed to synthesize it. The reactants are: [F:1][C:2]([F:13])([F:12])[C:3]1[CH:11]=[CH:10][C:6]([C:7]([OH:9])=[O:8])=[CH:5][CH:4]=1.[OH-].[Na+:15].